From a dataset of Full USPTO retrosynthesis dataset with 1.9M reactions from patents (1976-2016). Predict the reactants needed to synthesize the given product. Given the product [Cl:20][C:21]1[C:22]([CH:29]([C:39]2[C:44]([F:45])=[CH:43][CH:42]=[C:41]([F:46])[C:40]=2[F:47])[S:30]([CH2:33][CH2:34][C:35]([F:37])([F:38])[F:36])(=[O:31])=[O:32])=[CH:23][C:24]2[N:25]([C:2](=[O:4])[NH:28][N:27]=2)[CH:26]=1, predict the reactants needed to synthesize it. The reactants are: Cl[C:2](Cl)([O:4]C(=O)OC(Cl)(Cl)Cl)Cl.C1(C)C=CC=CC=1.[Cl:20][C:21]1[C:22]([CH:29]([C:39]2[C:44]([F:45])=[CH:43][CH:42]=[C:41]([F:46])[C:40]=2[F:47])[S:30]([CH2:33][CH2:34][C:35]([F:38])([F:37])[F:36])(=[O:32])=[O:31])=[CH:23][C:24]([NH:27][NH2:28])=[N:25][CH:26]=1.